Dataset: Full USPTO retrosynthesis dataset with 1.9M reactions from patents (1976-2016). Task: Predict the reactants needed to synthesize the given product. (1) Given the product [CH2:30]([O:32][P:33]([CH2:2][CH2:3][CH2:4][CH2:5][C:6]1[C:15](=[O:16])[C:14]2[C:9](=[CH:10][C:11]([NH:18][CH:19]3[CH2:24][CH2:23][CH2:22][CH2:21][CH2:20]3)=[C:12]([F:17])[CH:13]=2)[N:8]([CH:25]([CH2:28][CH3:29])[CH2:26][CH3:27])[CH:7]=1)(=[O:37])[O:34][CH2:35][CH3:36])[CH3:31], predict the reactants needed to synthesize it. The reactants are: Br[CH2:2][CH2:3][CH2:4][CH2:5][C:6]1[C:15](=[O:16])[C:14]2[C:9](=[CH:10][C:11]([NH:18][CH:19]3[CH2:24][CH2:23][CH2:22][CH2:21][CH2:20]3)=[C:12]([F:17])[CH:13]=2)[N:8]([CH:25]([CH2:28][CH3:29])[CH2:26][CH3:27])[CH:7]=1.[CH2:30]([O:32][P:33]([O:37]CC)[O:34][CH2:35][CH3:36])[CH3:31]. (2) The reactants are: [Cl:1][C:2]([Cl:26])([Cl:25])[CH2:3][O:4][C:5]([C@@H:7]1[CH2:12][CH2:11][CH2:10][N:9]([C:13](=[O:24])[C@@H:14]([NH:16][C:17](=[O:23])[C@@H:18]([NH2:22])[CH:19]([CH3:21])[CH3:20])[CH3:15])[NH:8]1)=[O:6].[OH:27][C@@H:28]([C:30]1[CH:39]=[CH:38][C:37]2[C:32](=[CH:33][C:34](/[CH:40]=[CH:41]/[C@@:42]([CH2:47][O:48][CH3:49])([CH3:46])[C:43](O)=[O:44])=[CH:35][CH:36]=2)[N:31]=1)[CH3:29].F[P-](F)(F)(F)(F)F.CN(C(N(C)C)=[N+]1C2C(=NC=CC=2)[N+]([O-])=N1)C.C(N(CC)C(C)C)(C)C. Given the product [Cl:26][C:2]([Cl:25])([Cl:1])[CH2:3][O:4][C:5]([C@@H:7]1[CH2:12][CH2:11][CH2:10][N:9]([C:13](=[O:24])[C@@H:14]([NH:16][C:17](=[O:23])[C@@H:18]([NH:22][C:43](=[O:44])[C@:42]([CH2:47][O:48][CH3:49])([CH3:46])/[CH:41]=[CH:40]/[C:34]2[CH:33]=[C:32]3[C:37]([CH:38]=[CH:39][C:30]([C@H:28]([OH:27])[CH3:29])=[N:31]3)=[CH:36][CH:35]=2)[CH:19]([CH3:21])[CH3:20])[CH3:15])[NH:8]1)=[O:6], predict the reactants needed to synthesize it. (3) Given the product [OH:17][C:16]1[C:15]([C:9]2[C:10]([F:14])=[CH:11][CH:12]=[CH:13][C:8]=2[F:7])=[C:19]([OH:20])[N:3]2[N:4]=[CH:5][N:6]=[C:2]2[N:1]=1, predict the reactants needed to synthesize it. The reactants are: [NH2:1][C:2]1[N:6]=[CH:5][NH:4][N:3]=1.[F:7][C:8]1[CH:13]=[CH:12][CH:11]=[C:10]([F:14])[C:9]=1[CH:15]([C:19]([O-])=[O:20])[C:16]([O-])=[O:17]. (4) Given the product [NH3:11].[C:32]([N:15]1[CH2:14][CH2:13][CH:12]([NH:11][C:9](=[O:10])[C:8]2[CH:18]=[CH:19][CH:20]=[N:21][C:7]=2[CH2:6][C:5]2[CH:22]=[CH:23][CH:24]=[C:3]([S:2][CH3:1])[CH:4]=2)[CH2:17][CH2:16]1)(=[O:34])[CH3:33], predict the reactants needed to synthesize it. The reactants are: [CH3:1][S:2][C:3]1[CH:4]=[C:5]([CH:22]=[CH:23][CH:24]=1)[CH2:6][C:7]1[N:21]=[CH:20][CH:19]=[CH:18][C:8]=1[C:9]([NH:11][CH:12]1[CH2:17][CH2:16][NH:15][CH2:14][CH2:13]1)=[O:10].C(N(CC)CC)C.[C:32](Cl)(=[O:34])[CH3:33]. (5) Given the product [F:35][C:36]1[CH:41]=[CH:40][C:39]([C:2]2[N:7]=[C:6]([N:8]([CH3:34])[C:9]3[CH:14]=[CH:13][N:12]=[C:11]([NH:15][C@@H:16]([CH3:33])[CH2:17][C:18]4[CH:19]=[C:20]([CH:30]=[CH:31][CH:32]=4)[CH2:21][NH:22][C:23](=[O:29])[O:24][C:25]([CH3:28])([CH3:27])[CH3:26])[N:10]=3)[CH:5]=[CH:4][N:3]=2)=[CH:38][CH:37]=1, predict the reactants needed to synthesize it. The reactants are: Cl[C:2]1[N:7]=[C:6]([N:8]([CH3:34])[C:9]2[CH:14]=[CH:13][N:12]=[C:11]([NH:15][C@@H:16]([CH3:33])[CH2:17][C:18]3[CH:19]=[C:20]([CH:30]=[CH:31][CH:32]=3)[CH2:21][NH:22][C:23](=[O:29])[O:24][C:25]([CH3:28])([CH3:27])[CH3:26])[N:10]=2)[CH:5]=[CH:4][N:3]=1.[F:35][C:36]1[CH:41]=[CH:40][C:39](B(O)O)=[CH:38][CH:37]=1.C(=O)([O-])[O-].[Na+].[Na+].CCO. (6) Given the product [CH3:1][O:2][C:3](=[O:44])[CH2:4][CH2:5][CH2:6][CH2:7][N:8]([CH2:33][C:34]1[CH:43]=[CH:42][C:37]([C:38]([O:40][CH3:41])=[O:39])=[CH:36][CH:35]=1)[CH2:9][CH2:10][C:11]1[CH:16]=[CH:15][CH:14]=[CH:13][C:12]=1[O:17][CH2:18][C:19]1[CH:24]=[CH:23][C:22]([CH2:25][CH2:26][C:27]2[CH:28]=[CH:29][CH:30]=[CH:31][CH:32]=2)=[CH:21][CH:20]=1, predict the reactants needed to synthesize it. The reactants are: [CH3:1][O:2][C:3](=[O:44])[CH2:4][CH2:5][CH2:6][CH2:7][N:8]([CH2:33][C:34]1[CH:43]=[CH:42][C:37]([C:38]([O:40][CH3:41])=[O:39])=[CH:36][CH:35]=1)[CH2:9][CH2:10][C:11]1[CH:16]=[CH:15][CH:14]=[CH:13][C:12]=1[O:17][CH2:18][C:19]1[CH:24]=[CH:23][C:22](/[CH:25]=[CH:26]/[C:27]2[CH:32]=[CH:31][CH:30]=[CH:29][CH:28]=2)=[CH:21][CH:20]=1.[H][H]. (7) Given the product [CH3:1][S:2]([N:5]1[C:9]2=[CH:10][CH:11]=[C:12]3[C:17]([N:16]=[C:15]([C:18]4[CH:19]=[CH:20][C:21]([NH:22][C:34]([CH:31]5[CH2:33][CH2:32]5)=[O:35])=[CH:23][CH:24]=4)[N:14]=[C:13]3[N:25]3[CH2:30][CH2:29][O:28][CH2:27][CH2:26]3)=[C:8]2[CH:7]=[CH:6]1)(=[O:4])=[O:3], predict the reactants needed to synthesize it. The reactants are: [CH3:1][S:2]([N:5]1[C:9]2=[CH:10][CH:11]=[C:12]3[C:17]([N:16]=[C:15]([C:18]4[CH:24]=[CH:23][C:21]([NH2:22])=[CH:20][CH:19]=4)[N:14]=[C:13]3[N:25]3[CH2:30][CH2:29][O:28][CH2:27][CH2:26]3)=[C:8]2[CH:7]=[CH:6]1)(=[O:4])=[O:3].[CH:31]1([C:34](Cl)=[O:35])[CH2:33][CH2:32]1. (8) Given the product [OH:29][CH2:28][CH2:27][NH:26][C:24]([C:8]1[N:9]=[C:10]([N:11]2[CH2:16][CH2:15][N:14]3[C:17]([C:20]([F:21])([F:22])[F:23])=[N:18][N:19]=[C:13]3[CH2:12]2)[C:5]2[CH:4]=[C:3]([CH2:1][CH3:2])[S:31][C:6]=2[N:7]=1)=[O:25], predict the reactants needed to synthesize it. The reactants are: [CH2:1]([C:3]1[S:31][C:6]2[N:7]=[C:8]([C:24]([NH:26][CH2:27][C:28](O)=[O:29])=[O:25])[N:9]=[C:10]([N:11]3[CH2:16][CH2:15][N:14]4[C:17]([C:20]([F:23])([F:22])[F:21])=[N:18][N:19]=[C:13]4[CH2:12]3)[C:5]=2[CH:4]=1)[CH3:2].ClC(OCC(C)C)=O.CN1CCOCC1.[BH4-].[Na+]. (9) Given the product [Cl:1][C:2]1[C:3]([F:20])=[C:4]([S:8]([NH:11][C:12]2[C:17]([O:18][CH3:19])=[N:16][C:15]([N+:27]([O-:28])=[O:26])=[CH:14][N:13]=2)(=[O:9])=[O:10])[CH:5]=[CH:6][CH:7]=1, predict the reactants needed to synthesize it. The reactants are: [Cl:1][C:2]1[C:3]([F:20])=[C:4]([S:8]([NH:11][C:12]2[C:17]([O:18][CH3:19])=[N:16][CH:15]=[CH:14][N:13]=2)(=[O:10])=[O:9])[CH:5]=[CH:6][CH:7]=1.F[B-](F)(F)F.[O:26]=[N+:27]=[O:28]. (10) Given the product [CH2:18]([C:17]([C:21]1[CH:22]=[C:23]([O:27][CH2:28][CH2:29][CH2:30][C:31]([O:33][CH2:34][CH3:35])=[O:32])[CH:24]=[CH:25][CH:26]=1)=[C:8]([C:10]1[CH:15]=[CH:14][C:13]([OH:16])=[CH:12][CH:11]=1)[C:5]1[CH:6]=[CH:7][C:2]([OH:1])=[CH:3][CH:4]=1)[CH3:19], predict the reactants needed to synthesize it. The reactants are: [OH:1][C:2]1[CH:7]=[CH:6][C:5]([C:8]([C:10]2[CH:15]=[CH:14][C:13]([OH:16])=[CH:12][CH:11]=2)=O)=[CH:4][CH:3]=1.[C:17]([C:21]1[CH:22]=[C:23]([O:27][CH2:28][CH2:29][CH2:30][C:31]([O:33][CH2:34][CH3:35])=[O:32])[CH:24]=[CH:25][CH:26]=1)(=O)[CH2:18][CH3:19].